Regression. Given two drug SMILES strings and cell line genomic features, predict the synergy score measuring deviation from expected non-interaction effect. From a dataset of NCI-60 drug combinations with 297,098 pairs across 59 cell lines. (1) Cell line: UACC-257. Synergy scores: CSS=16.0, Synergy_ZIP=4.79, Synergy_Bliss=13.3, Synergy_Loewe=9.97, Synergy_HSA=10.5. Drug 1: CC(CN1CC(=O)NC(=O)C1)N2CC(=O)NC(=O)C2. Drug 2: CC1=CC2C(CCC3(C2CCC3(C(=O)C)OC(=O)C)C)C4(C1=CC(=O)CC4)C. (2) Drug 1: CCC1(CC2CC(C3=C(CCN(C2)C1)C4=CC=CC=C4N3)(C5=C(C=C6C(=C5)C78CCN9C7C(C=CC9)(C(C(C8N6C=O)(C(=O)OC)O)OC(=O)C)CC)OC)C(=O)OC)O.OS(=O)(=O)O. Drug 2: CN(C(=O)NC(C=O)C(C(C(CO)O)O)O)N=O. Cell line: SR. Synergy scores: CSS=2.58, Synergy_ZIP=-8.95, Synergy_Bliss=-12.2, Synergy_Loewe=-21.1, Synergy_HSA=-15.4. (3) Drug 1: CS(=O)(=O)C1=CC(=C(C=C1)C(=O)NC2=CC(=C(C=C2)Cl)C3=CC=CC=N3)Cl. Drug 2: CN(C(=O)NC(C=O)C(C(C(CO)O)O)O)N=O. Cell line: NCIH23. Synergy scores: CSS=2.29, Synergy_ZIP=-1.46, Synergy_Bliss=-1.76, Synergy_Loewe=-3.79, Synergy_HSA=-2.28. (4) Drug 1: CC1=C(C=C(C=C1)NC2=NC=CC(=N2)N(C)C3=CC4=NN(C(=C4C=C3)C)C)S(=O)(=O)N.Cl. Drug 2: CCC(=C(C1=CC=CC=C1)C2=CC=C(C=C2)OCCN(C)C)C3=CC=CC=C3.C(C(=O)O)C(CC(=O)O)(C(=O)O)O. Cell line: HT29. Synergy scores: CSS=-0.550, Synergy_ZIP=1.62, Synergy_Bliss=6.16, Synergy_Loewe=2.44, Synergy_HSA=3.15. (5) Drug 1: CCN(CC)CCNC(=O)C1=C(NC(=C1C)C=C2C3=C(C=CC(=C3)F)NC2=O)C. Drug 2: C(CN)CNCCSP(=O)(O)O. Cell line: U251. Synergy scores: CSS=-0.592, Synergy_ZIP=3.09, Synergy_Bliss=3.48, Synergy_Loewe=6.04, Synergy_HSA=-2.80. (6) Drug 1: CN1C(=O)N2C=NC(=C2N=N1)C(=O)N. Drug 2: CS(=O)(=O)CCNCC1=CC=C(O1)C2=CC3=C(C=C2)N=CN=C3NC4=CC(=C(C=C4)OCC5=CC(=CC=C5)F)Cl. Cell line: MCF7. Synergy scores: CSS=4.96, Synergy_ZIP=0.710, Synergy_Bliss=1.04, Synergy_Loewe=-15.5, Synergy_HSA=-4.15.